Dataset: Reaction yield outcomes from USPTO patents with 853,638 reactions. Task: Predict the reaction yield, written as a fraction of the theoretical maximum amount of product (1.0 means a 100% yield; for example, 0.34 means a 34% yield). (1) The reactants are C(=O)([O-])[O-].[K+].[K+].[F:7][C:8]1[CH:15]=[C:14]([F:16])[CH:13]=[CH:12][C:9]=1[CH2:10]Br.[OH:17][C:18]1[N:19]=[C:20]([S:36][CH3:37])[N:21]([C:25]2[CH:26]=[C:27]([CH:32]=[CH:33][C:34]=2[CH3:35])[C:28]([O:30][CH3:31])=[O:29])[C:22](=[O:24])[CH:23]=1. No catalyst specified. The product is [F:7][C:8]1[CH:15]=[C:14]([F:16])[CH:13]=[CH:12][C:9]=1[CH2:10][O:17][C:18]1[N:19]=[C:20]([S:36][CH3:37])[N:21]([C:25]2[CH:26]=[C:27]([CH:32]=[CH:33][C:34]=2[CH3:35])[C:28]([O:30][CH3:31])=[O:29])[C:22](=[O:24])[CH:23]=1. The yield is 0.640. (2) The reactants are [Li]CCCC.[C:6]([OH:10])(=[O:9])[C:7]#[CH:8].[CH3:11][O:12][C:13]1[C:20]([O:21][CH3:22])=[CH:19][CH:18]=[CH:17][C:14]=1[CH:15]=[O:16]. The catalyst is C1COCC1. The product is [CH3:11][O:12][C:13]1[C:20]([O:21][CH3:22])=[CH:19][CH:18]=[CH:17][C:14]=1[CH:15]([OH:16])[C:8]#[C:7][C:6]([OH:10])=[O:9]. The yield is 0.430. (3) The reactants are C([O:8][C:9](=[O:40])[C:10]([CH3:39])([O:12][C:13]1[CH:18]=[CH:17][CH:16]=[C:15]([CH:19]2[CH2:24][CH2:23][CH2:22][N:21]([C:25](=[O:38])[NH:26][CH2:27][C:28]3[CH:33]=[CH:32][C:31]([C:34]([F:37])([F:36])[F:35])=[CH:30][CH:29]=3)[CH2:20]2)[CH:14]=1)[CH3:11])C1C=CC=CC=1. The catalyst is [Pd].CO. The product is [CH3:39][C:10]([O:12][C:13]1[CH:18]=[CH:17][CH:16]=[C:15]([CH:19]2[CH2:24][CH2:23][CH2:22][N:21]([C:25](=[O:38])[NH:26][CH2:27][C:28]3[CH:29]=[CH:30][C:31]([C:34]([F:36])([F:37])[F:35])=[CH:32][CH:33]=3)[CH2:20]2)[CH:14]=1)([CH3:11])[C:9]([OH:40])=[O:8]. The yield is 0.510. (4) The reactants are [Br:1][C:2]1[CH:7]=[C:6](I)[CH:5]=[CH:4][C:3]=1[Cl:9].[CH2:10]([OH:14])[CH2:11][C:12]#[CH:13]. The catalyst is C(N(CC)CC)C.[Cu]I. The product is [Br:1][C:2]1[CH:7]=[C:6]([C:13]#[C:12][CH2:11][CH2:10][OH:14])[CH:5]=[CH:4][C:3]=1[Cl:9]. The yield is 0.770. (5) The reactants are [C:1]([O:5][C:6]([N:8]1[CH2:13][CH2:12][C:11](=[O:14])[CH2:10][CH2:9]1)=[O:7])([CH3:4])([CH3:3])[CH3:2].[CH3:15][Si:16](Cl)([CH3:18])[CH3:17].CCN(CC)CC.CCCCCC. The catalyst is CN(C=O)C. The product is [C:1]([O:5][C:6]([N:8]1[CH2:9][CH:10]=[C:11]([O:14][Si:16]([CH3:18])([CH3:17])[CH3:15])[CH2:12][CH2:13]1)=[O:7])([CH3:4])([CH3:2])[CH3:3]. The yield is 0.990. (6) The reactants are [C:1]([Si:5]([O:8][CH2:9][CH2:10][C:11]1[CH:16]=[C:15]([O:17][CH3:18])[CH:14]=[CH:13][C:12]=1[O:19][CH3:20])([CH3:7])[CH3:6])([CH3:4])([CH3:3])[CH3:2].C1C(=O)N([Br:28])C(=O)C1. The catalyst is C(Cl)(Cl)(Cl)Cl. The product is [Br:28][C:14]1[C:15]([O:17][CH3:18])=[CH:16][C:11]([CH2:10][CH2:9][O:8][Si:5]([C:1]([CH3:2])([CH3:4])[CH3:3])([CH3:6])[CH3:7])=[C:12]([O:19][CH3:20])[CH:13]=1. The yield is 0.300.